From a dataset of Full USPTO retrosynthesis dataset with 1.9M reactions from patents (1976-2016). Predict the reactants needed to synthesize the given product. (1) Given the product [Br:1][C:2]1[C:3]([F:10])=[C:4]([CH2:8][NH:9][C:22](=[O:23])[O:21][C:18]([CH3:20])([CH3:19])[CH3:17])[CH:5]=[CH:6][CH:7]=1, predict the reactants needed to synthesize it. The reactants are: [Br:1][C:2]1[C:3]([F:10])=[C:4]([CH2:8][NH2:9])[CH:5]=[CH:6][CH:7]=1.C([O-])([O-])=O.[Na+].[Na+].[CH3:17][C:18]([O:21][C:22](O[C:22]([O:21][C:18]([CH3:20])([CH3:19])[CH3:17])=[O:23])=[O:23])([CH3:20])[CH3:19]. (2) Given the product [ClH:19].[CH3:18][O:17][CH2:16][CH:4]([CH2:3][O:2][CH3:1])[O:5][CH2:6][CH2:7][NH2:8], predict the reactants needed to synthesize it. The reactants are: [CH3:1][O:2][CH2:3][CH:4]([CH2:16][O:17][CH3:18])[O:5][CH2:6][CH2:7][NH:8]C(=O)OC(C)(C)C.[ClH:19]. (3) The reactants are: C(#N)C.[SH:4][C:5]1[N:9]([CH3:10])[N:8]=[N:7][N:6]=1.[CH2:11]1[CH2:17][S:14](=[O:16])(=[O:15])[O:13][CH2:12]1.C(Cl)(Cl)Cl. Given the product [CH3:10][N:9]1[C:5]([S:4][CH2:12][CH2:11][CH2:17][S:14]([OH:16])(=[O:15])=[O:13])=[N:6][N:7]=[N:8]1, predict the reactants needed to synthesize it. (4) Given the product [CH:25]([O:24][C:19]1[CH:18]=[CH:17][C:16]([C:14]2[O:13][N:12]=[C:11]([C:6]3[CH:7]=[CH:8][CH:9]=[C:10]4[C:5]=3[CH2:4][CH2:3][C@@H:2]4[NH:1][CH2:34][C@H:33]([OH:36])[C@@H:32]([OH:37])[C@H:29]([OH:28])[CH2:30][OH:31])[N:15]=2)=[CH:23][C:20]=1[C:21]#[N:22])([CH3:27])[CH3:26], predict the reactants needed to synthesize it. The reactants are: [NH2:1][C@@H:2]1[C:10]2[C:5](=[C:6]([C:11]3[N:15]=[C:14]([C:16]4[CH:17]=[CH:18][C:19]([O:24][CH:25]([CH3:27])[CH3:26])=[C:20]([CH:23]=4)[C:21]#[N:22])[O:13][N:12]=3)[CH:7]=[CH:8][CH:9]=2)[CH2:4][CH2:3]1.[OH:28][C@@H:29]([C@H:32]([OH:37])[C@H:33]([OH:36])[CH2:34]O)[CH:30]=[O:31].[BH4-].[Na+]. (5) The reactants are: [O:1]=[C:2]1[C:11]2=[N:12][N:13]([C:31]3[CH:36]=[CH:35][CH:34]=[CH:33][CH:32]=3)[C:14]([CH2:15][C:16]([N:18]3[CH2:23][CH2:22][N:21](C(OC(C)(C)C)=O)[CH2:20][CH2:19]3)=[O:17])=[C:10]2[C:9]2[CH:8]=[CH:7][CH:6]=[CH:5][C:4]=2[NH:3]1.Cl. Given the product [O:17]=[C:16]([N:18]1[CH2:23][CH2:22][NH:21][CH2:20][CH2:19]1)[CH2:15][C:14]1[N:13]([C:31]2[CH:36]=[CH:35][CH:34]=[CH:33][CH:32]=2)[N:12]=[C:11]2[C:10]=1[C:9]1[CH:8]=[CH:7][CH:6]=[CH:5][C:4]=1[NH:3][C:2]2=[O:1], predict the reactants needed to synthesize it. (6) The reactants are: [CH:1]1([CH2:9]O)[CH2:8][CH2:7][CH2:6][CH2:5][CH2:4][CH2:3][CH2:2]1.C(=O)([O-])O.[Na+].[BrH:16]. Given the product [CH:1]1([CH2:9][Br:16])[CH2:8][CH2:7][CH2:6][CH2:5][CH2:4][CH2:3][CH2:2]1, predict the reactants needed to synthesize it. (7) Given the product [CH2:34]([C@@H:18]1[N:19]([C:22](=[O:33])[C@H:23]([NH2:32])[CH2:24][C:25]2[CH:30]=[CH:29][C:28]([F:31])=[CH:27][CH:26]=2)[CH2:20][CH2:21][N:16]([C@@H:4]([CH2:5][C:6]2[CH:15]=[CH:14][C:13]3[C:8](=[CH:9][CH:10]=[CH:11][CH:12]=3)[CH:7]=2)[C:3]([OH:38])=[O:2])[C:17]1=[O:37])[CH:35]=[CH2:36], predict the reactants needed to synthesize it. The reactants are: C[O:2][C:3](=[O:38])[CH:4]([N:16]1[CH2:21][CH2:20][N:19]([C:22](=[O:33])[CH:23]([NH2:32])[CH2:24][C:25]2[CH:30]=[CH:29][C:28]([F:31])=[CH:27][CH:26]=2)[CH:18]([CH2:34][CH:35]=[CH2:36])[C:17]1=[O:37])[CH2:5][C:6]1[CH:15]=[CH:14][C:13]2[C:8](=[CH:9][CH:10]=[CH:11][CH:12]=2)[CH:7]=1.CO.[Li+].[OH-].Cl. (8) Given the product [CH2:38]([S:25][C:11]1[CH2:12][CH2:13][CH2:14][C:9](=[N:8][C:5]2[CH:6]=[CH:7][C:2]([CH3:1])=[CH:3][CH:4]=2)[CH:10]=1)[CH3:39], predict the reactants needed to synthesize it. The reactants are: [CH3:1][C:2]1[CH:7]=[CH:6][C:5]([NH:8][C:9]2[CH2:14][CH2:13][CH2:12][C:11](=O)[CH:10]=2)=[CH:4][CH:3]=1.COC1C=CC(P2(SP(C3C=CC(OC)=CC=3)(=S)S2)=[S:25])=CC=1.[CH2:38](I)[CH3:39]. (9) Given the product [F:24][C:3]1[CH:4]=[CH:5][S:1][C:2]=1[C:6]([OH:8])=[O:7], predict the reactants needed to synthesize it. The reactants are: [S:1]1[CH:5]=[CH:4][CH:3]=[C:2]1[C:6]([OH:8])=[O:7].C([Li])CCC.C1C=CC(S(N(S(C2C=CC=CC=2)(=O)=O)[F:24])(=O)=O)=CC=1.Cl. (10) Given the product [CH:2]1([CH2:12][Si:13]([O:18][CH3:19])([O:16][CH3:17])[O:14][CH3:15])[CH:1]=[CH:5][CH:4]=[CH:3]1, predict the reactants needed to synthesize it. The reactants are: [CH:1]1[CH2:5][CH:4]=[CH:3][CH:2]=1.C([Li])CCC.Cl[CH2:12][Si:13]([O:18][CH3:19])([O:16][CH3:17])[O:14][CH3:15].